From a dataset of TCR-epitope binding with 47,182 pairs between 192 epitopes and 23,139 TCRs. Binary Classification. Given a T-cell receptor sequence (or CDR3 region) and an epitope sequence, predict whether binding occurs between them. (1) The epitope is ATDALMTGY. The TCR CDR3 sequence is CASSTGGSGNFSYEQYF. Result: 1 (the TCR binds to the epitope). (2) The epitope is CINGVCWTV. The TCR CDR3 sequence is CASSRGPDTEAFF. Result: 1 (the TCR binds to the epitope). (3) The TCR CDR3 sequence is CASSSIAGLASEQYF. Result: 1 (the TCR binds to the epitope). The epitope is KPLEFGATSAAL. (4) The epitope is FQPTNGVGY. The TCR CDR3 sequence is CASSLASLNTEAFF. Result: 0 (the TCR does not bind to the epitope). (5) The epitope is GLCTLVAML. The TCR CDR3 sequence is CASSLADPGKNIQYF. Result: 1 (the TCR binds to the epitope). (6) The epitope is SLYNTVATL. The TCR CDR3 sequence is CASSDALLSYNEQFF. Result: 0 (the TCR does not bind to the epitope). (7) The epitope is ALLADKFPV. The TCR CDR3 sequence is CASSSLLLAEPYEQYF. Result: 1 (the TCR binds to the epitope). (8) The epitope is NLVPMVATV. The TCR CDR3 sequence is CASGDRGQSETQYF. Result: 0 (the TCR does not bind to the epitope). (9) The epitope is LLLGIGILV. Result: 1 (the TCR binds to the epitope). The TCR CDR3 sequence is CASSQGLAGDNEQYF.